Dataset: Experimentally validated miRNA-target interactions with 360,000+ pairs, plus equal number of negative samples. Task: Binary Classification. Given a miRNA mature sequence and a target amino acid sequence, predict their likelihood of interaction. (1) The miRNA is mmu-miR-669n with sequence AUUUGUGUGUGGAUGUGUGU. The protein sequence of the target gene is MDVERLQEALKDFEKRGKKEVCPVLDQFLCHVAKTGETMIQWSQFKGYFIFKLEKVMDDFRTSAPEPRGPPNPNVEYIPFDEMKERILKIVTGFNGIPFTIQRLCELLTDPRRNYTGTDKFLRGVEKNVMVVSCVCPSSEKNNSNSLNRMNGVMFPGNSPNYTDRSNINGPGTPRPLNRPKLSLSAPLTTNGLPESTDSKDSELQLSEEKGHSDSSASESEVSLLSPVKNKHPDEDAVESEEHEVKRLKFDKEGDVRETASQTVSGEVSSVRAEETETAAPPPDKDRESRTRQHCTEEEE.... Result: 1 (interaction). (2) The miRNA is hsa-miR-6844 with sequence UUCUUUGUUUUUAAUUCACAG. The protein sequence of the target gene is MAMSLIQACCSLALSTWLLSFCFVHLLCLDFTVAEKEEWYTAFVNITYAEPAPDPGAGAAGGGGAELHTEKTECGRYGEHSPKQDARGEVVMASSAHDRLACDPNTKFAAPTRGKNWIALIPKGNCTYRDKIRNAFLQNASAVVIFNVGSNTNETITMPHAGVEDIVAIMIPEPKGKEIVSLLERNITVTMYITIGTRNLQKYVSRTSVVFVSISFIVLMIISLAWLVFYYIQRFRYANARDRNQRRLGDAAKKAISKLQIRTIKKGDKETESDFDNCAVCIEGYKPNDVVRILPCRHLF.... Result: 1 (interaction). (3) The miRNA is hsa-miR-630 with sequence AGUAUUCUGUACCAGGGAAGGU. The protein sequence of the target gene is MSSSGGAPGASASSAPPAQEEGMTWWYRWLCRLSGVLGAVSCAISGLFNCITIHPLNIAAGVWMIMNAFILLLCEAPFCCQFIEFANTVAEKVDRLRSWQKAVFYCGMAVVPIVISLTLTTLLGNAIAFATGVLYGLSALGKKGDAISYARIQQQRQQADEEKLAETLEGEL. Result: 0 (no interaction). (4) The miRNA is hsa-miR-27a-3p with sequence UUCACAGUGGCUAAGUUCCGC. The protein sequence of the target gene is MMLRGNLKQVRIEKNPARLRALESAVGESEPAAAAAMALALAGEPAPPAPAPPEDHPDEEMGFTIDIKSFLKPGEKTYTQRCRLFVGNLPTDITEEDFKRLFERYGEPSEVFINRDRGFGFIRLESRTLAEIAKAELDGTILKSRPLRIRFATHGAALTVKNLSPVVSNELLEQAFSQFGPVEKAVVVVDDRGRATGKGFVEFAAKPPARKALERCGDGAFLLTTTPRPVIVEPMEQFDDEDGLPEKLMQKTQQYHKEREQPPRFAQPGTFEFEYASRWKALDEMEKQQREQVDRNIREA.... Result: 1 (interaction). (5) The miRNA is mmu-miR-28b with sequence AGGAGCUCACAAUCUAUUUAG. The protein sequence of the target gene is MAPEQREGKSQVSVTFEDVAVLFTRDEWKKLVPSQRSLYREVMLENYSNLASLGFPFTKPKMISVLQQGEEPWKSEKESHGCSPLGCHGSLQTTKSTQTKESLFQELKRKQLKRDEAWDFTSGKSCRPDNSFRTQDTNESLEIISINHTKILTIDKSRKNFKFGPSVGLKSIGKQKIAGEKTQRNSLEENSTLLSQPKLKTVEKRYKCSTCEKAFIHNSSLRKHLKNHTGERLFQCKDCLKAFSQSSALIQHQRTHTGEKPYICKECGKAFSHSASLCKHLRTHTLEKSYTCKECGKSFS.... Result: 0 (no interaction). (6) The miRNA is hsa-miR-6850-3p with sequence CCCGGCCGGAACGCCGCACU. The protein sequence of the target gene is MERGAGAKLLPLLLLLRATGFTCAQTDGRNGYTAVIEVTSGGPWGDWAWPEMCPDGFFASGFSLKVEPPQGIPGDDTALNGIRLHCARGNVLGNTHVVESQSGSWGEWSEPLWCRGGAYLVAFSLRVEAPTTLGDNTAANNVRFRCSDGEELQGPGLSWGDFGDWSDHCPKGACGLQTKIQGPRGLGDDTALNDARLFCCRS. Result: 0 (no interaction). (7) The miRNA is mmu-miR-105 with sequence CCAAGUGCUCAGAUGCUUGUGGU. The protein sequence of the target gene is MAAAALRSGWCRCPRRCLGSGIQFLSSHNLPHGSTYQMRRPGGELPLSKSYSSGNRKGFLSGLLDNVKQELAKNKEMKESIKKFRDEARRLEESDVLQEARRKYKTIESETVRTSEVLRKKLGELTGTVKESLHEVSKSDLGRKIKEGVEEAAKTAKQSAESVSKGGEKLGRTAAFRALSQGVESVKKEIDDSVLGQTGPYRRPQRLRKRTEFAGDKFKEEKVFEPNEEALGVVLHKDSKWYQQWKDFKENNVVFNRFFEMKMKYDESDNAFIRASRALTDKVTDLLGGLFSKTEMSEVL.... Result: 0 (no interaction).